From a dataset of Catalyst prediction with 721,799 reactions and 888 catalyst types from USPTO. Predict which catalyst facilitates the given reaction. (1) Reactant: [Cl:1][C:2]1[C:3]([N:8]2[CH2:13][CH2:12][NH:11][CH2:10][CH2:9]2)=[N:4][CH:5]=[CH:6][N:7]=1.[CH3:14][N:15]1[CH:19]=[C:18]([CH:20]=O)[C:17]([CH3:22])=[N:16]1.C(O[BH-](OC(=O)C)OC(=O)C)(=O)C.[Na+].[OH-].[Na+]. Product: [Cl:1][C:2]1[C:3]([N:8]2[CH2:9][CH2:10][N:11]([CH2:20][C:18]3[C:17]([CH3:22])=[N:16][N:15]([CH3:14])[CH:19]=3)[CH2:12][CH2:13]2)=[N:4][CH:5]=[CH:6][N:7]=1. The catalyst class is: 26. (2) Reactant: Cl[C:2]1[CH:11]=[CH:10][C:9]2[N:8]=[CH:7][C:6]3[N:12]=[N:13][N:14]([CH:15]4[CH2:20][CH2:19][N:18]([C:21](=[O:25])[CH:22]([CH3:24])[CH3:23])[CH2:17][CH2:16]4)[C:5]=3[C:4]=2[N:3]=1.CC1(C)C(C)(C)OB([C:34]2[CH:35]=[C:36]([C:41]([F:44])([F:43])[F:42])[C:37]([NH2:40])=[N:38][CH:39]=2)O1.C([O-])([O-])=O.[K+].[K+]. Product: [NH2:40][C:37]1[N:38]=[CH:39][C:34]([C:2]2[CH:11]=[CH:10][C:9]3[N:8]=[CH:7][C:6]4[N:12]=[N:13][N:14]([CH:15]5[CH2:20][CH2:19][N:18]([C:21](=[O:25])[CH:22]([CH3:24])[CH3:23])[CH2:17][CH2:16]5)[C:5]=4[C:4]=3[N:3]=2)=[CH:35][C:36]=1[C:41]([F:44])([F:42])[F:43]. The catalyst class is: 117. (3) Reactant: [CH3:1][C:2]1[C:3]([N+:9]([O-:11])=[O:10])=[C:4]([CH:6]=[CH:7][CH:8]=1)[NH2:5].[Br:12]N1C(=O)CCC1=O.O. Product: [Br:12][C:8]1[CH:7]=[CH:6][C:4]([NH2:5])=[C:3]([N+:9]([O-:11])=[O:10])[C:2]=1[CH3:1]. The catalyst class is: 15. (4) Reactant: ClC1C(NC2C=C(OC)NN=2)=NC([NH:8][C@H:9]([C:11]2[N:16]=[CH:15][C:14]([F:17])=[CH:13][N:12]=2)[CH3:10])=NC=1.Cl[C:27]1[N:32]=[C:31]([NH:33][C:34]2[CH:38]=[C:37]([CH3:39])[NH:36][N:35]=2)[C:30]([C:40]([F:43])([F:42])[F:41])=[CH:29][N:28]=1.CCN(C(C)C)C(C)C. Product: [F:17][C:14]1[CH:13]=[N:12][C:11]([C@@H:9]([NH:8][C:27]2[N:32]=[C:31]([NH:33][C:34]3[CH:38]=[C:37]([CH3:39])[NH:36][N:35]=3)[C:30]([C:40]([F:43])([F:42])[F:41])=[CH:29][N:28]=2)[CH3:10])=[N:16][CH:15]=1. The catalyst class is: 114.